Dataset: NCI-60 drug combinations with 297,098 pairs across 59 cell lines. Task: Regression. Given two drug SMILES strings and cell line genomic features, predict the synergy score measuring deviation from expected non-interaction effect. (1) Drug 1: CC=C1C(=O)NC(C(=O)OC2CC(=O)NC(C(=O)NC(CSSCCC=C2)C(=O)N1)C(C)C)C(C)C. Drug 2: CC(C)(C#N)C1=CC(=CC(=C1)CN2C=NC=N2)C(C)(C)C#N. Cell line: NCI-H322M. Synergy scores: CSS=6.58, Synergy_ZIP=-4.45, Synergy_Bliss=-3.52, Synergy_Loewe=-3.46, Synergy_HSA=-1.60. (2) Cell line: T-47D. Synergy scores: CSS=-1.23, Synergy_ZIP=1.35, Synergy_Bliss=2.69, Synergy_Loewe=-0.437, Synergy_HSA=-1.15. Drug 2: CCCCCOC(=O)NC1=NC(=O)N(C=C1F)C2C(C(C(O2)C)O)O. Drug 1: C1=NC2=C(N=C(N=C2N1C3C(C(C(O3)CO)O)O)F)N. (3) Cell line: OVCAR-8. Drug 2: CCN(CC)CCNC(=O)C1=C(NC(=C1C)C=C2C3=C(C=CC(=C3)F)NC2=O)C. Synergy scores: CSS=26.0, Synergy_ZIP=-7.61, Synergy_Bliss=-3.26, Synergy_Loewe=-46.7, Synergy_HSA=-2.76. Drug 1: C1C(C(OC1N2C=C(C(=O)NC2=O)F)CO)O. (4) Drug 1: C1C(C(OC1N2C=NC(=NC2=O)N)CO)O. Drug 2: CC1CCCC2(C(O2)CC(NC(=O)CC(C(C(=O)C(C1O)C)(C)C)O)C(=CC3=CSC(=N3)C)C)C. Cell line: IGROV1. Synergy scores: CSS=27.7, Synergy_ZIP=-0.172, Synergy_Bliss=-0.956, Synergy_Loewe=-10.2, Synergy_HSA=-0.405. (5) Drug 1: CC(C)(C#N)C1=CC(=CC(=C1)CN2C=NC=N2)C(C)(C)C#N. Drug 2: C1CCC(C(C1)N)N.C(=O)(C(=O)[O-])[O-].[Pt+4]. Cell line: HS 578T. Synergy scores: CSS=6.10, Synergy_ZIP=-1.38, Synergy_Bliss=1.24, Synergy_Loewe=-2.04, Synergy_HSA=-2.21.